This data is from Reaction yield outcomes from USPTO patents with 853,638 reactions. The task is: Predict the reaction yield, written as a fraction of the theoretical maximum amount of product (1.0 means a 100% yield; for example, 0.34 means a 34% yield). (1) The reactants are [CH3:1][C:2]1[N:7]([C:8]2[CH:13]=[CH:12][CH:11]=[C:10]([C:14]([F:17])([F:16])[F:15])[CH:9]=2)[C:6](=[O:18])[C:5]([C:19]([OH:21])=O)=[CH:4][CH:3]=1.CN(C(ON1N=NC2C=CC=NC1=2)=[N+](C)C)C.F[P-](F)(F)(F)(F)F.C1C=NC2N(O)N=NC=2C=1.CCN(C(C)C)C(C)C.Cl.[CH3:66][S:67]([C:70]1[CH:77]=[CH:76][C:73]([CH2:74][NH2:75])=[CH:72][CH:71]=1)(=[O:69])=[O:68].C(O)(=O)CC(CC(O)=O)(C(O)=O)O. The catalyst is CN1C(=O)CCC1.O. The product is [CH3:1][C:2]1[N:7]([C:8]2[CH:13]=[CH:12][CH:11]=[C:10]([C:14]([F:16])([F:17])[F:15])[CH:9]=2)[C:6](=[O:18])[C:5]([C:19]([NH:75][CH2:74][C:73]2[CH:72]=[CH:71][C:70]([S:67]([CH3:66])(=[O:69])=[O:68])=[CH:77][CH:76]=2)=[O:21])=[CH:4][CH:3]=1. The yield is 0.700. (2) No catalyst specified. The yield is 0.900. The product is [NH2:36][C:2]1[N:7]=[C:6]([C:8]2[CH:13]=[CH:12][C:11]([C@@H:14]([N:16]3[CH2:21][CH2:20][C@@:19]([C:26]4[CH:31]=[CH:30][C:29]([F:32])=[CH:28][CH:27]=4)([CH2:22][CH2:23][CH2:24][OH:25])[O:18][C:17]3=[O:33])[CH3:15])=[CH:10][CH:9]=2)[CH:5]=[CH:4][N:3]=1. The reactants are Cl[C:2]1[N:7]=[C:6]([C:8]2[CH:13]=[CH:12][C:11]([C@@H:14]([N:16]3[CH2:21][CH2:20][C@@:19]([C:26]4[CH:31]=[CH:30][C:29]([F:32])=[CH:28][CH:27]=4)([CH2:22][CH2:23][CH2:24][OH:25])[O:18][C:17]3=[O:33])[CH3:15])=[CH:10][CH:9]=2)[CH:5]=[CH:4][N:3]=1.CO.[NH3:36].